Dataset: Reaction yield outcomes from USPTO patents with 853,638 reactions. Task: Predict the reaction yield, written as a fraction of the theoretical maximum amount of product (1.0 means a 100% yield; for example, 0.34 means a 34% yield). (1) The reactants are [N:1]1[C:10]2[C:5](=[CH:6][CH:7]=[CH:8][CH:9]=2)[CH:4]=[CH:3][C:2]=1[NH:11][CH2:12][CH2:13][CH2:14][NH2:15].[CH:16]1[C:25]2[C:20](=[CH:21][CH:22]=[CH:23][CH:24]=2)[CH:19]=[CH:18][C:17]=1[CH:26]=O.[BH3-]C#N.[Na+]. No catalyst specified. The product is [CH:16]1[C:25]2[C:20](=[CH:21][CH:22]=[CH:23][CH:24]=2)[CH:19]=[CH:18][C:17]=1[CH2:26][NH:15][CH2:14][CH2:13][CH2:12][NH:11][C:2]1[CH:3]=[CH:4][C:5]2[C:10](=[CH:9][CH:8]=[CH:7][CH:6]=2)[N:1]=1. The yield is 0.730. (2) The reactants are [K].[Br-].[CH3:3][P+](C1C=CC=CC=1)(C1C=CC=CC=1)C1C=CC=CC=1.CC(C)([O-])C.[K+].O=[C:30]1[CH2:34][N:33]([C:35]([O:37][C:38]([CH3:41])([CH3:40])[CH3:39])=[O:36])[C@H:32]([C:42]([O:44][CH3:45])=[O:43])[CH2:31]1.Cl. The catalyst is C1COCC1. The product is [CH2:3]=[C:30]1[CH2:34][N:33]([C:35]([O:37][C:38]([CH3:41])([CH3:40])[CH3:39])=[O:36])[C@H:32]([C:42]([O:44][CH3:45])=[O:43])[CH2:31]1. The yield is 0.126. (3) The reactants are [C:1](=O)([O-])[O-:2].[K+].[K+].[Cl:7][C:8]1[C:9]([O:31][C:32](=[O:36])[N:33]([CH3:35])[CH3:34])=[CH:10][C:11]2[O:16][C:15](=[O:17])[C:14]([CH2:18][C:19]3[CH:24]=[CH:23][CH:22]=[C:21]([N+:25]([O-:27])=[O:26])[CH:20]=3)=[C:13]([CH2:28]Br)[C:12]=2[CH:30]=1.CO.O. The catalyst is C1COCC1. The product is [Cl:7][C:8]1[C:9]([O:31][C:32](=[O:36])[N:33]([CH3:35])[CH3:34])=[CH:10][C:11]2[O:16][C:15](=[O:17])[C:14]([CH2:18][C:19]3[CH:24]=[CH:23][CH:22]=[C:21]([N+:25]([O-:27])=[O:26])[CH:20]=3)=[C:13]([CH2:28][O:2][CH3:1])[C:12]=2[CH:30]=1. The yield is 0.100. (4) The catalyst is CN(C=O)C. The reactants are [CH3:1][C:2]1[CH:11]=[C:10]([OH:12])[C:9]2[C:4](=[CH:5][C:6]([OH:13])=[CH:7][CH:8]=2)[N:3]=1.C(=O)([O-])[O-].[K+].[K+].Br[CH2:21][C:22]1[CH:29]=[CH:28][C:25]([C:26]#[N:27])=[CH:24][CH:23]=1.CCOC(C)=O.O. The product is [OH:12][C:10]1[C:9]2[C:4](=[CH:5][C:6]([O:13][CH2:21][C:22]3[CH:29]=[CH:28][C:25]([C:26]#[N:27])=[CH:24][CH:23]=3)=[CH:7][CH:8]=2)[N:3]=[C:2]([CH3:1])[CH:11]=1. The yield is 0.730. (5) The reactants are [NH2:1][C:2]1[CH:7]=[C:6]([O:8][CH3:9])[C:5]([CH3:10])=[CH:4][C:3]=1[OH:11].C1N=CN([C:17](N2C=NC=C2)=[O:18])C=1. The catalyst is C1COCC1. The product is [CH3:10][C:5]1[C:6]([O:8][CH3:9])=[CH:7][C:2]2[NH:1][C:17](=[O:18])[O:11][C:3]=2[CH:4]=1. The yield is 0.980.